Dataset: Catalyst prediction with 721,799 reactions and 888 catalyst types from USPTO. Task: Predict which catalyst facilitates the given reaction. (1) Reactant: Cl.[CH3:2][CH:3]([NH2:5])[CH3:4].[CH3:6][C:7]1([CH2:14][CH2:15][CH3:16])[CH2:12][O:11][C:10](=[O:13])[O:9][CH2:8]1. Product: [CH:3]([NH:5][C:10](=[O:13])[O:9][CH2:8][C:7]([CH2:12][OH:11])([CH3:6])[CH2:14][CH2:15][CH3:16])([CH3:4])[CH3:2]. The catalyst class is: 66. (2) Reactant: [C:1]12([CH:7]3[CH2:8][CH2:9][CH:4]1[CH:5]1[C:13](=[O:14])[O:12][C:10](=[O:11])[CH:6]13)[CH2:3][CH2:2]2.[Cl:15][C:16]1[CH:22]=[CH:21][C:19]([NH2:20])=[CH:18][CH:17]=1. Product: [Cl:15][C:16]1[CH:22]=[CH:21][C:19]([NH:20][C:10]([C@@H:6]2[C@H:7]3[C:1]4([CH2:3][CH2:2]4)[C@H:4]([CH2:9][CH2:8]3)[C@@H:5]2[C:13]([OH:12])=[O:14])=[O:11])=[CH:18][CH:17]=1. The catalyst class is: 22. (3) Reactant: [Cl:1][C:2]1[CH:3]=[CH:4][C:5]2[N:11]3[CH:12]=[CH:13][CH:14]=[C:10]3[C@@H:9]([CH2:15][CH2:16][C:17](O)=[O:18])[O:8][C@H:7]([C:20]3[CH:25]=[CH:24][CH:23]=[C:22]([O:26][CH3:27])[C:21]=3[O:28][CH3:29])[C:6]=2[CH:30]=1.[CH2:31]([O:33][C:34](=[O:41])[C@H:35]1[CH2:40][CH2:39][CH2:38][NH:37][CH2:36]1)[CH3:32].Cl.C(N=C=NCCCN(C)C)C.ON1C2C=CC=CC=2N=N1. Product: [Cl:1][C:2]1[CH:30]=[CH:6][C:5]2[N:11]3[CH:12]=[CH:13][CH:14]=[C:10]3[C@@H:9]([CH2:15][CH2:16][C:17]([N:37]3[CH2:38][CH2:39][CH2:40][C@H:35]([C:34]([O:33][CH2:31][CH3:32])=[O:41])[CH2:36]3)=[O:18])[O:8][C@H:7]([C:20]3[CH:25]=[CH:24][CH:23]=[C:22]([O:26][CH3:27])[C:21]=3[O:28][CH3:29])[C:4]=2[CH:3]=1. The catalyst class is: 4. (4) Reactant: [Br:1][C:2]1[N:14]=[C:5]2[CH:6]=[CH:7][CH:8]=[C:9]([C:10]([O:12]C)=[O:11])[N:4]2[N:3]=1.[OH-].[Li+]. Product: [Br:1][C:2]1[N:14]=[C:5]2[CH:6]=[CH:7][CH:8]=[C:9]([C:10]([OH:12])=[O:11])[N:4]2[N:3]=1. The catalyst class is: 30. (5) Reactant: C[O:2][C:3](=[O:28])/[C:4](/[C:12]1[CH:17]=[CH:16][C:15]([N:18]2[C:22]([C:23]([F:26])([F:25])[F:24])=[N:21][N:20]=[N:19]2)=[C:14]([Cl:27])[CH:13]=1)=[CH:5]/[CH:6]1[CH2:11][CH2:10][CH2:9][CH2:8][CH2:7]1.[OH-].[Na+]. Product: [Cl:27][C:14]1[CH:13]=[C:12](/[C:4](=[CH:5]\[CH:6]2[CH2:11][CH2:10][CH2:9][CH2:8][CH2:7]2)/[C:3]([OH:28])=[O:2])[CH:17]=[CH:16][C:15]=1[N:18]1[C:22]([C:23]([F:26])([F:24])[F:25])=[N:21][N:20]=[N:19]1. The catalyst class is: 8. (6) Reactant: [N:1]1([C:6]2[CH:11]=[CH:10][C:9]([N:12]3[CH:16]=[CH:15][C:14]([CH2:17][CH2:18][C:19]([O:21]CC)=[O:20])=[C:13]3[C:24]3[CH:29]=[CH:28][C:27]([C:30](=[O:32])[NH2:31])=[CH:26][C:25]=3[CH3:33])=[CH:8][CH:7]=2)[CH:5]=[CH:4][N:3]=[CH:2]1. Product: [N:1]1([C:6]2[CH:11]=[CH:10][C:9]([N:12]3[CH:16]=[CH:15][C:14]([CH2:17][CH2:18][C:19]([OH:21])=[O:20])=[C:13]3[C:24]3[CH:29]=[CH:28][C:27]([C:30](=[O:32])[NH2:31])=[CH:26][C:25]=3[CH3:33])=[CH:8][CH:7]=2)[CH:5]=[CH:4][N:3]=[CH:2]1. The catalyst class is: 24. (7) Reactant: [C:1]([O:5][C:6](=[O:15])[NH:7][C@@H:8]1[CH2:13][C@@H:12]([CH3:14])[CH2:11][NH:10][CH2:9]1)([CH3:4])([CH3:3])[CH3:2].C([O-])(O)=O.[Na+].Cl[C:22]([O:24][CH2:25][C:26]1[CH:31]=[CH:30][CH:29]=[CH:28][CH:27]=1)=[O:23]. Product: [CH2:25]([O:24][C:22]([N:10]1[CH2:11][C@H:12]([CH3:14])[CH2:13][C@@H:8]([NH:7][C:6]([O:5][C:1]([CH3:4])([CH3:2])[CH3:3])=[O:15])[CH2:9]1)=[O:23])[C:26]1[CH:31]=[CH:30][CH:29]=[CH:28][CH:27]=1. The catalyst class is: 38. (8) Reactant: [F:1][C:2]1[CH:3]=[CH:4][CH:5]=[C:6]2[C:11]=1[N:10]=[C:9](N)[C:8]([C:13]1[CH:18]=[CH:17][CH:16]=[CH:15][C:14]=1[S:19]([CH3:22])(=[O:21])=[O:20])=[CH:7]2.Cl.N([O-])=[O:25].[Na+]. Product: [F:1][C:2]1[CH:3]=[CH:4][CH:5]=[C:6]2[C:11]=1[NH:10][C:9](=[O:25])[C:8]([C:13]1[CH:18]=[CH:17][CH:16]=[CH:15][C:14]=1[S:19]([CH3:22])(=[O:21])=[O:20])=[CH:7]2. The catalyst class is: 6. (9) Reactant: [OH-].[Na+].[Br:3][C:4]1[CH:9]=[CH:8][C:7]([C:10]([N:12]2[CH2:16][CH2:15][C@@H:14]([OH:17])[CH2:13]2)=[O:11])=[CH:6][CH:5]=1.CI.[C:20](=O)([O-])O.[Na+]. Product: [Br:3][C:4]1[CH:9]=[CH:8][C:7]([C:10]([N:12]2[CH2:16][CH2:15][C@@H:14]([O:17][CH3:20])[CH2:13]2)=[O:11])=[CH:6][CH:5]=1. The catalyst class is: 16.